From a dataset of Forward reaction prediction with 1.9M reactions from USPTO patents (1976-2016). Predict the product of the given reaction. (1) Given the reactants [CH:1]([NH:14][C:15]1[N:23]=[C:22](Cl)[N:21]=[C:20]2[C:16]=1[N:17]=[CH:18][N:19]2[CH:25]([CH3:27])[CH3:26])([C:8]1[CH:13]=[CH:12][CH:11]=[CH:10][CH:9]=1)[C:2]1[CH:7]=[CH:6][CH:5]=[CH:4][CH:3]=1.[NH2:28][C@H:29]([CH2:32][CH3:33])[CH2:30][OH:31], predict the reaction product. The product is: [CH:1]([NH:14][C:15]1[N:23]=[C:22]([NH:28][C@H:29]([CH2:32][CH3:33])[CH2:30][OH:31])[N:21]=[C:20]2[C:16]=1[N:17]=[CH:18][N:19]2[CH:25]([CH3:27])[CH3:26])([C:8]1[CH:13]=[CH:12][CH:11]=[CH:10][CH:9]=1)[C:2]1[CH:7]=[CH:6][CH:5]=[CH:4][CH:3]=1. (2) Given the reactants CN(C(ON1N=NC2C=CC=NC1=2)=[N+](C)C)C.F[P-](F)(F)(F)(F)F.Cl.[O:26]1[CH:30]=[CH:29][C:28]([C:31]2[CH:32]=[C:33]([C:43]([F:46])([F:45])[F:44])[C:34]3[N:35]([CH:37]=[C:38]([CH2:40][CH2:41][NH2:42])[N:39]=3)[CH:36]=2)=[CH:27]1.C1(CC(O)=O)C=CC=CC=1, predict the reaction product. The product is: [O:26]1[CH:30]=[CH:29][C:28]([C:31]2[CH:32]=[C:33]([C:43]([F:45])([F:44])[F:46])[C:34]3[N:35]([CH:37]=[C:38]([CH2:40][CH2:41][NH2:42])[N:39]=3)[CH:36]=2)=[CH:27]1.